Dataset: Reaction yield outcomes from USPTO patents with 853,638 reactions. Task: Predict the reaction yield, written as a fraction of the theoretical maximum amount of product (1.0 means a 100% yield; for example, 0.34 means a 34% yield). (1) The reactants are Br[C:2]1[S:6][C:5]([C:7]2[C:8](=[O:18])[O:9][C:10]3[C:15]([CH:16]=2)=[CH:14][CH:13]=[CH:12][C:11]=3[Cl:17])=[N:4][CH:3]=1.[CH3:19][C:20]1[CH:21]=[C:22]([CH:24]=[C:25]([CH3:27])[CH:26]=1)[NH2:23].C([O-])([O-])=O.[Cs+].[Cs+]. The catalyst is C1C=CC(/C=C/C(/C=C/C2C=CC=CC=2)=O)=CC=1.C1C=CC(/C=C/C(/C=C/C2C=CC=CC=2)=O)=CC=1.C1C=CC(/C=C/C(/C=C/C2C=CC=CC=2)=O)=CC=1.[Pd].[Pd].O1CCOCC1. The product is [Cl:17][C:11]1[CH:12]=[CH:13][CH:14]=[C:15]2[C:10]=1[O:9][C:8](=[O:18])[C:7]([C:5]1[S:6][C:2]([NH:23][C:22]3[CH:24]=[C:25]([CH3:27])[CH:26]=[C:20]([CH3:19])[CH:21]=3)=[CH:3][N:4]=1)=[CH:16]2. The yield is 0.220. (2) The reactants are [S:1]1[CH:5]=[CH:4][N:3]=[C:2]1[NH:6][C:7]1[CH:8]=[C:9]([NH:13][S:14]([CH3:17])(=[O:16])=[O:15])[CH:10]=[CH:11][CH:12]=1.[Br:18]N1C(=O)CCC1=O. The catalyst is C1COCC1.CCCCCC. The product is [Br:18][C:5]1[S:1][C:2]([NH:6][C:7]2[CH:8]=[C:9]([NH:13][S:14]([CH3:17])(=[O:16])=[O:15])[CH:10]=[CH:11][CH:12]=2)=[N:3][CH:4]=1. The yield is 0.860. (3) The reactants are [Cl:1][C:2]1[CH:7]=[C:6]([N:8]2[CH2:13][CH2:12][O:11][CH2:10][CH2:9]2)[N:5]=[C:4]([C:14]#[N:15])[N:3]=1.CSC.B.CO.Cl. The catalyst is C1COCC1. The product is [Cl:1][C:2]1[CH:7]=[C:6]([N:8]2[CH2:13][CH2:12][O:11][CH2:10][CH2:9]2)[N:5]=[C:4]([CH2:14][NH2:15])[N:3]=1. The yield is 0.280. (4) The reactants are [Zn]([CH2:4][CH3:5])CC.ClCI.[C:9]([O:13][C:14]([N:16]1[CH2:21][CH2:20][C:19](=[CH2:22])[CH:18](O)C1)=[O:15])([CH3:12])([CH3:11])[CH3:10]. The catalyst is ClCCCl. The product is [C:9]([O:13][C:14]([N:16]1[CH2:5][CH2:4][C:19]2([CH2:18][CH2:22]2)[CH2:20][CH2:21]1)=[O:15])([CH3:10])([CH3:11])[CH3:12]. The yield is 0.540. (5) The reactants are Cl.[NH:2]1[CH:6]=[C:5]([CH2:7][CH2:8][O:9][C:10]2[CH:11]=[C:12]3[C:17](=[CH:18][CH:19]=2)[C:16](=[O:20])[CH2:15][CH2:14][CH2:13]3)[N:4]=[CH:3]1.[CH3:21][C:22]1[S:26][C:25]([CH:27]=O)=[CH:24][CH:23]=1. The catalyst is [OH-].[K+].CCO. The product is [NH:2]1[CH:6]=[C:5]([CH2:7][CH2:8][O:9][C:10]2[CH:11]=[C:12]3[C:17](=[CH:18][CH:19]=2)[C:16](=[O:20])[C:15](=[CH:27][C:25]2[S:26][C:22]([CH3:21])=[CH:23][CH:24]=2)[CH2:14][CH2:13]3)[N:4]=[CH:3]1. The yield is 0.440. (6) The reactants are C(O)(=O)C.Cl.C([O:13][C:14]1[CH:15]=[C:16]([C@@:22]23[CH2:30][CH2:29][C@@H:28]([NH:31][C:32]([NH:34][C:35]4[CH:40]=[CH:39][C:38]([F:41])=[C:37]([F:42])[CH:36]=4)=[O:33])[CH2:27][C@@H:26]2[N:25]([CH3:43])[CH2:24][CH2:23]3)[CH:17]=[CH:18][C:19]=1[O:20][CH3:21])C1C=CC=CC=1. The catalyst is CCO.[Pd]. The product is [F:42][C:37]1[CH:36]=[C:35]([NH:34][C:32]([NH:31][C@H:28]2[CH2:27][C@H:26]3[C@:22]([C:16]4[CH:17]=[CH:18][C:19]([O:20][CH3:21])=[C:14]([OH:13])[CH:15]=4)([CH2:23][CH2:24][N:25]3[CH3:43])[CH2:30][CH2:29]2)=[O:33])[CH:40]=[CH:39][C:38]=1[F:41]. The yield is 0.670.